From a dataset of Drug-target binding data from BindingDB using IC50 measurements. Regression. Given a target protein amino acid sequence and a drug SMILES string, predict the binding affinity score between them. We predict pIC50 (pIC50 = -log10(IC50 in M); higher means more potent). Dataset: bindingdb_ic50. (1) The compound is CCCC[C@]1(O)CCCN(S(=O)(=O)c2ccc(OCc3ccc(F)cc3)cc2)[C@H]1C(=O)NO. The target protein (Q9Z1K9) has sequence MRQRLLFLTTLVPFVLAPRPPEEPGSGSHLRLEKLDSLLSDYDILSLSNIQQHSIRKRDLQSATHLETLLTFSALKRHFKLYLTSSTERFSQNLRVVVVDGKEESEYSVKWQDFFSGHVVGEPDSRVLAHIGDDDVTVRINTDGAEYNIEPLWRFVNDTKDKRMLVYKSEDIKDFSRLQSPKVCGYLNADSEELLPKGLIDREPSEEFVRRVKRRAEPNPLKNTCKLLVVADHRFYKYMGRGEESTTTNYLIELIDRVDDIYRNTSWDNAGFKGYGVQIEQIRILKSPQEVKPGERHFNMAKSFPNEEKDAWDVKMLLEQFSLDIAEEASKVCLAHLFTYQDFDMGTLGLAYVGSPRANSHGGVCPKAYYNPGVKKNIYLNSGLTSTKNYGKTILTKEADLVTTHELGHNFGAEHDPDGLAECAPNEDQGGKYVMYPIAVSGDHENNKMFSNCSKQSIYKTIESKAQECFQERSNKVCGNSRVDEGEECDPGIMYLNNDT.... The pIC50 is 7.6. (2) The pIC50 is 5.0. The target protein (O77656) has sequence MHPRVLAGFLFFSWTACWSLPLPSDGDSEDLSEEDFQFAESYLKSYYYPQNPAGILKKTAASSVIDRLREMQSFFGLEVTGRLDDNTLDIMKKPRCGVPDVGEYNVFPRTLKWSKMNLTYRIVNYTPDLTHSEVEKAFRKAFKVWSDVTPLNFTRIHNGTADIMISFGTKEHGDFYPFDGPSGLLAHAFPPGPNYGGDAHFDDDETWTSSSKGYNLFLVAAHEFGHSLGLDHSKDPGALMFPIYTYTGKSHFMLPDDDVQGIQSLYGPGDEDPYSKHPKTPDKCDPSLSLDAITSLRGETLIFKDRFFWRLHPQQVEAELFLTKSFGPELPNRIDAAYEHPSHDLIFIFRGRKFWALSGYDILEDYPKKISELGFPKHVKKISAALHFEDSGKTLFFSENQVWSYDDTNHVMDKDYPRLIEEVFPGIGDKVDAVYQKNGYIYFFNGPIQFEYSIWSNRIVRVMTTNSLLWC. The compound is Cc1cc(C)c(N(Cc2ccccc2)S(=O)(=O)c2ccc(OCCNC(=O)c3cc4ccccc4o3)cc2)c(C(=O)NO)c1. (3) The drug is O=c1[nH]sc2c1c(=O)c1cc(F)c(-c3ccc4cncnc4c3)cc1n2C1CC1. The target protein (P0C1U9) has sequence MSEIIQDLSLEDVLGDRFGRYSKYIIQERALPDVRDGLKPVQRRILYAMYSSGNTHDKNFRKSAKTVGDVIGQYHPHGDFSVYKAMVRLSQDWKLRHVLIEMHGNNGSIDNDPPAAMRYTEAKLSLLAEELLRDINKETVSFIPNYDDTTLEPMVLPSRFPNLLVNGSTGISAGYATDIPPHNLAEVIQATLKYIDNPDITVNQLMKYIKGPDFPTGGIIQGIDGIKKAYESGKGRIIVRSKVEEETLRNGRKQLIITEIPYEVNKSSLVKRIDELRADKKVDGIVEVRDETDRTGLRIAIELKKDVNSESIKNYLYKNSDLQISYNFNMVAISDGRPKLMGIRQIIDSYLNHQIEVVANRTKFELDNAEKRMHIVEGLIKALSILDKVIELIRSSKNKRDAKENLIEVFEFTEEQAEAIVMLQLYRLTNTDIVALEGEHKELEALIKQLRHILDNHDALLNVIKEELNEIKKKFKSERLSLIEAEIEEIKIDKEVMVPS.... The pIC50 is 4.5. (4) The drug is CCCCCCCCCCCCC/C=C/C(O)C(N)CO. The target protein (Q9NYA1) has sequence MDPAGGPRGVLPRPCRVLVLLNPRGGKGKALQLFRSHVQPLLAEAEISFTLMLTERRNHARELVRSEELGRWDALVVMSGDGLMHEVVNGLMERPDWETAIQKPLCSLPAGSGNALAASLNHYAGYEQVTNEDLLTNCTLLLCRRLLSPMNLLSLHTASGLRLFSVLSLAWGFIADVDLESEKYRRLGEMRFTLGTFLRLAALRTYRGRLAYLPVGRVGSKTPASPVVVQQGPVDAHLVPLEEPVPSHWTVVPDEDFVLVLALLHSHLGSEMFAAPMGRCAAGVMHLFYVRAGVSRAMLLRLFLAMEKGRHMEYECPYLVYVPVVAFRLEPKDGKGVFAVDGELMVSEAVQGQVHPNYFWMVSGCVEPPPSWKPQQMPPPEEPL. The pIC50 is 5.4.